From a dataset of Full USPTO retrosynthesis dataset with 1.9M reactions from patents (1976-2016). Predict the reactants needed to synthesize the given product. (1) Given the product [CH3:1][O:2][C:3]([C:5]1[C:14]([OH:15])=[C:13]2[C:8]([CH:9]=[CH:10][C:11](=[O:23])[N:12]2[CH2:16][C:17]2[CH:22]=[CH:21][CH:20]=[CH:19][CH:18]=2)=[C:7]([C:25]#[N:26])[N:6]=1)=[O:4], predict the reactants needed to synthesize it. The reactants are: [CH3:1][O:2][C:3]([C:5]1[C:14]([OH:15])=[C:13]2[C:8]([CH:9]=[CH:10][C:11](=[O:23])[N:12]2[CH2:16][C:17]2[CH:22]=[CH:21][CH:20]=[CH:19][CH:18]=2)=[C:7](I)[N:6]=1)=[O:4].[C:25]([Cu])#[N:26].C(Cl)Cl.Cl. (2) Given the product [NH:2]([C:6](=[O:5])[C:8]([NH:10][C:11]1[CH:16]=[CH:15][C:14]([C@H:17]2[CH2:22][CH2:21][C@H:20]([CH2:23][C:24]([O:26][CH3:27])=[O:25])[CH2:19][CH2:18]2)=[CH:13][C:12]=1[N+:28]([O-:30])=[O:29])=[O:9])[NH2:3], predict the reactants needed to synthesize it. The reactants are: O.[NH2:2][NH2:3].C[O:5][C:6]([C:8]([NH:10][C:11]1[CH:16]=[CH:15][C:14]([C@H:17]2[CH2:22][CH2:21][C@H:20]([CH2:23][C:24]([O:26][CH3:27])=[O:25])[CH2:19][CH2:18]2)=[CH:13][C:12]=1[N+:28]([O-:30])=[O:29])=[O:9])=O. (3) Given the product [CH3:12][N:13]1[C:5](=[O:7])[N:4]([NH:3][C:2](=[O:6])[CH3:1])[CH2:8][C:9]([CH3:10])=[N:14]1, predict the reactants needed to synthesize it. The reactants are: [CH3:1][C:2]1[O:6][C:5](=[O:7])[N:4]([CH2:8][C:9](=O)[CH3:10])[N:3]=1.[CH3:12][NH:13][NH2:14].C(O)(=O)C(O)=O. (4) The reactants are: [CH2:1]([O:8][C:9]([NH:11][C@H:12]1[CH2:17][CH2:16][N:15]([C:18]2[CH:19]=[C:20]([CH:24]=[CH:25][CH:26]=2)[C:21]([OH:23])=[O:22])[CH2:14][C@H:13]1[O:27][CH3:28])=[O:10])[C:2]1[CH:7]=[CH:6][CH:5]=[CH:4][CH:3]=1.[C:29](OC(O[C:29]([CH3:32])([CH3:31])[CH3:30])N(C)C)([CH3:32])([CH3:31])[CH3:30].C(OCC)(=O)C. Given the product [CH2:1]([O:8][C:9]([NH:11][C@H:12]1[CH2:17][CH2:16][N:15]([C:18]2[CH:19]=[C:20]([CH:24]=[CH:25][CH:26]=2)[C:21]([O:23][C:29]([CH3:32])([CH3:31])[CH3:30])=[O:22])[CH2:14][C@H:13]1[O:27][CH3:28])=[O:10])[C:2]1[CH:7]=[CH:6][CH:5]=[CH:4][CH:3]=1, predict the reactants needed to synthesize it. (5) Given the product [O:1]1[C:5]2[CH:6]=[CH:7][CH:8]=[CH:9][C:4]=2[C:3]([CH2:10][CH2:11][N:16]2[CH2:15][CH2:14][CH:25]([NH2:27])[CH2:18][CH2:17]2)=[CH:2]1, predict the reactants needed to synthesize it. The reactants are: [O:1]1[C:5]2[CH:6]=[CH:7][CH:8]=[CH:9][C:4]=2[C:3]([CH2:10][CH2:11]Br)=[CH:2]1.N1[CH2:18][CH2:17][NH:16][CH2:15][CH2:14]1.C(=O)([O-])[O-].[K+].[K+].[C:25](#[N:27])C.